This data is from Forward reaction prediction with 1.9M reactions from USPTO patents (1976-2016). The task is: Predict the product of the given reaction. (1) Given the reactants [CH3:1][S:2]([C:5]1[CH:21]=[CH:20][C:8]([CH2:9][O:10][C:11]2[CH:19]=[CH:18][C:14]([CH:15]=[N:16][OH:17])=[CH:13][CH:12]=2)=[CH:7][CH:6]=1)(=[O:4])=[O:3].ClN1[C:27](=[O:28])[CH2:26][CH2:25][C:24]1=O.C(N([CH2:35][CH3:36])CC)C.CN(C=[O:41])C, predict the reaction product. The product is: [CH2:35]([O:41][C:27]([C:26]1[C:15]([C:14]2[CH:18]=[CH:19][C:11]([O:10][CH2:9][C:8]3[CH:20]=[CH:21][C:5]([S:2]([CH3:1])(=[O:3])=[O:4])=[CH:6][CH:7]=3)=[CH:12][CH:13]=2)=[N:16][O:17][C:25]=1[CH3:24])=[O:28])[CH3:36]. (2) Given the reactants Cl.Cl.[NH:3]1[CH2:8][CH2:7][CH2:6][CH:5]([C:9]2[N:13]=[C:12]([C:14]3[CH:19]=[CH:18][CH:17]=[CH:16][N:15]=3)[O:11][N:10]=2)[CH2:4]1.[F:20][C:21]1[CH:29]=[CH:28][C:24]([C:25](Cl)=[O:26])=[CH:23][CH:22]=1, predict the reaction product. The product is: [F:20][C:21]1[CH:29]=[CH:28][C:24]([C:25]([N:3]2[CH2:8][CH2:7][CH2:6][CH:5]([C:9]3[N:13]=[C:12]([C:14]4[CH:19]=[CH:18][CH:17]=[CH:16][N:15]=4)[O:11][N:10]=3)[CH2:4]2)=[O:26])=[CH:23][CH:22]=1. (3) Given the reactants C(P(CCCC)CCCC)CCC.[CH2:14]([Li])[CH2:15][CH2:16][CH3:17].[C:19]1(=[O:24])[CH2:23][CH2:22][CH:21]=[CH:20]1.[Cl-].[NH4+], predict the reaction product. The product is: [CH2:14]([CH:21]1[CH2:22][CH2:23][C:19](=[O:24])[CH2:20]1)[CH2:15][CH2:16][CH3:17]. (4) Given the reactants [F:1][C:2]1[CH:3]=[C:4]2[C:8](=[CH:9][CH:10]=1)[NH:7][N:6]=[C:5]2[NH2:11].C=O.C[O-].[K+].[BH4-].[Na+].[C:19]([O-])(O)=O.[Na+], predict the reaction product. The product is: [F:1][C:2]1[CH:3]=[C:4]2[C:8](=[CH:9][CH:10]=1)[NH:7][N:6]=[C:5]2[NH:11][CH3:19]. (5) Given the reactants [C:1]([O:5][C:6]([NH:8][C@H:9]1[C@@H:14]([N:15]2[CH:19]=[CH:18][N:17]=[N:16]2)[C@@H:13]([CH3:20])[CH2:12][N:11]([C:21]2[CH:26]=[CH:25][N:24]=[CH:23][C:22]=2[N:27](C(OC(C)(C)C)=O)C(OC(C)(C)C)=O)[CH2:10]1)=[O:7])([CH3:4])([CH3:3])[CH3:2].Cl.O1CCOCC1.CCN(C(C)C)C(C)C.C(OC(ON1C(=O)CCC1=O)=O)(C)(C)C, predict the reaction product. The product is: [NH2:27][C:22]1[CH:23]=[N:24][CH:25]=[CH:26][C:21]=1[N:11]1[CH2:12][C@H:13]([CH3:20])[C@H:14]([N:15]2[CH:19]=[CH:18][N:17]=[N:16]2)[C@H:9]([NH:8][C:6](=[O:7])[O:5][C:1]([CH3:4])([CH3:3])[CH3:2])[CH2:10]1. (6) Given the reactants [Br:1][C:2]1[C:3](Cl)=[N:4][CH:5]=[C:6]([CH:21]=1)[C:7]([NH:9][C:10]1[CH:15]=[CH:14][C:13]([S:16][C:17]([F:20])([F:19])[F:18])=[CH:12][CH:11]=1)=[O:8].[CH3:23][NH:24][CH2:25][CH2:26][OH:27], predict the reaction product. The product is: [Br:1][C:2]1[C:3]([N:24]([CH2:25][CH2:26][OH:27])[CH3:23])=[N:4][CH:5]=[C:6]([CH:21]=1)[C:7]([NH:9][C:10]1[CH:15]=[CH:14][C:13]([S:16][C:17]([F:20])([F:19])[F:18])=[CH:12][CH:11]=1)=[O:8]. (7) Given the reactants Cl.C(OC(=O)C1C=C(C(N)C[C:16]2[NH:17][CH:18]=[C:19]([C:21]3[CH:26]=[CH:25][C:24]([Cl:27])=[CH:23][CH:22]=3)[N:20]=2)C=CC=1OCCCC)CCC.COC1C=CC(CCCC(O)=O)=CC=1, predict the reaction product. The product is: [Cl:27][C:24]1[CH:23]=[CH:22][C:21]([C:19]2[N:20]=[CH:16][NH:17][CH:18]=2)=[CH:26][CH:25]=1. (8) Given the reactants Br[C:2]1[C:3]([CH3:22])=[C:4]([CH:18]=[C:19](I)[CH:20]=1)[C:5]([NH:7][CH2:8][C:9]1[C:10](=[O:17])[NH:11][C:12]([CH3:16])=[CH:13][C:14]=1[CH3:15])=[O:6].[CH3:23][NH:24][C:25]1[N:30]=[CH:29][C:28](B2OC(C)(C)C(C)(C)O2)=[CH:27][N:26]=1.[CH3:40][N:41]1[C:45](B2OC(C)(C)C(C)(C)O2)=[C:44]([CH3:55])[CH:43]=[N:42]1, predict the reaction product. The product is: [CH3:15][C:14]1[CH:13]=[C:12]([CH3:16])[NH:11][C:10](=[O:17])[C:9]=1[CH2:8][NH:7][C:5](=[O:6])[C:4]1[CH:18]=[C:19]([C:28]2[CH:29]=[N:30][C:25]([NH:24][CH3:23])=[N:26][CH:27]=2)[CH:20]=[C:2]([C:45]2[N:41]([CH3:40])[N:42]=[CH:43][C:44]=2[CH3:55])[C:3]=1[CH3:22]. (9) Given the reactants [NH:1]1[C:5]2[CH:6]=[CH:7][CH:8]=[CH:9][C:4]=2[N:3]=[C:2]1[SH:10].Cl[CH2:12][C:13]1[N:17]=[C:16]([C:18]2[CH:23]=[CH:22][CH:21]=[C:20]([O:24][CH3:25])[CH:19]=2)[O:15][N:14]=1.C(=O)([O-])[O-].[K+].[K+].C(OCC)(=O)C, predict the reaction product. The product is: [CH3:25][O:24][C:20]1[CH:19]=[C:18]([C:16]2[O:15][N:14]=[C:13]([CH2:12][S:10][C:2]3[NH:3][C:4]4[CH:9]=[CH:8][CH:7]=[CH:6][C:5]=4[N:1]=3)[N:17]=2)[CH:23]=[CH:22][CH:21]=1.